This data is from Blood-brain barrier permeability classification from the B3DB database. The task is: Regression/Classification. Given a drug SMILES string, predict its absorption, distribution, metabolism, or excretion properties. Task type varies by dataset: regression for continuous measurements (e.g., permeability, clearance, half-life) or binary classification for categorical outcomes (e.g., BBB penetration, CYP inhibition). Dataset: b3db_classification. (1) The compound is CC1=C(C(=O)O)N2C(=O)[C@@H](NC(=O)[C@H](N)c3cccc(NS(C)(=O)=O)c3)[C@H]2SC1. The result is 0 (does not penetrate BBB). (2) The drug is CCCCCCCCCCCCCCCCCCOCC(COP(=O)(O)OCC[N+](C)(C)C)OC. The result is 1 (penetrates BBB). (3) The compound is O=C1CC[C@H](C(=O)N2CCCCC2)N1. The result is 1 (penetrates BBB). (4) The molecule is CNC1CC(c2ccc(Cl)c(Cl)c2)c2ccccc21. The result is 1 (penetrates BBB). (5) The compound is Cc1ncc2c(c1O)COC2c1ccc(Cl)cc1. The result is 0 (does not penetrate BBB). (6) The compound is C=C[C@@H]1CN2CC[C@@H]1C[C@H]2[C@@H](O)c1ccnc2ccccc12. The result is 1 (penetrates BBB). (7) The drug is CN1CCN(C2=Nc3cc(Cl)ccc3Nc3ccccc32)CC1. The result is 1 (penetrates BBB). (8) The compound is CCC(NC(=O)c1c(OCCCC(=O)O)c(-c2ccccc2)nc2ccccc12)c1ccccc1. The result is 0 (does not penetrate BBB). (9) The compound is Cc1onc(-c2ccccc2Cl)c1C(=O)N[C@H]1C(=O)N2[C@H]1SC(C)(C)[C@H]2C(=O)O. The result is 0 (does not penetrate BBB). (10) The compound is C[C@H]1[C@@H](c2ccccc2)OCCN1C. The result is 1 (penetrates BBB).